This data is from Peptide-MHC class I binding affinity with 185,985 pairs from IEDB/IMGT. The task is: Regression. Given a peptide amino acid sequence and an MHC pseudo amino acid sequence, predict their binding affinity value. This is MHC class I binding data. (1) The peptide sequence is AIIRILQQL. The MHC is Mamu-A2601 with pseudo-sequence Mamu-A2601. The binding affinity (normalized) is 0.528. (2) The peptide sequence is LAVWNRVWI. The MHC is HLA-B51:01 with pseudo-sequence HLA-B51:01. The binding affinity (normalized) is 0.214. (3) The peptide sequence is AKNPNRFVI. The MHC is HLA-B54:01 with pseudo-sequence HLA-B54:01. The binding affinity (normalized) is 0. (4) The peptide sequence is LEREQIPTLI. The MHC is HLA-B44:02 with pseudo-sequence HLA-B44:02. The binding affinity (normalized) is 0.0865. (5) The peptide sequence is LPNVQFVDI. The MHC is Patr-B1301 with pseudo-sequence Patr-B1301. The binding affinity (normalized) is 0.686.